This data is from Reaction yield outcomes from USPTO patents with 853,638 reactions. The task is: Predict the reaction yield, written as a fraction of the theoretical maximum amount of product (1.0 means a 100% yield; for example, 0.34 means a 34% yield). (1) The reactants are [N:1]([CH2:4][CH2:5][CH2:6][OH:7])=[N+:2]=[N-:3].C(N(CC)CC)C.[CH2:15]([S:27][C:28]([S:30][C:31]([CH3:36])([CH3:35])[C:32](Cl)=[O:33])=[S:29])[CH2:16][CH2:17][CH2:18][CH2:19][CH2:20][CH2:21][CH2:22][CH2:23][CH2:24][CH2:25][CH3:26]. The catalyst is C(Cl)Cl. The product is [N:1]([CH2:4][CH2:5][CH2:6][O:7][C:32](=[O:33])[C:31]([S:30][C:28]([S:27][CH2:15][CH2:16][CH2:17][CH2:18][CH2:19][CH2:20][CH2:21][CH2:22][CH2:23][CH2:24][CH2:25][CH3:26])=[S:29])([CH3:36])[CH3:35])=[N+:2]=[N-:3]. The yield is 0.900. (2) The reactants are Br[C:2]1[C:3]([OH:18])=[C:4]2[C:9](=[CH:10][CH:11]=1)[N:8]([C:12]([CH:14]1[CH2:16][CH2:15]1)=[O:13])[C@@H:7]([CH3:17])[CH2:6][CH2:5]2.CC1(C)C(C)(C)OB([C:27]2[CH:28]=[N:29][N:30]([CH:32]3[CH2:37][CH2:36][N:35]([C:38]([O:40][C:41]([CH3:44])([CH3:43])[CH3:42])=[O:39])[CH2:34][CH2:33]3)[CH:31]=2)O1.C(=O)([O-])[O-].[Na+].[Na+].O1CCOCC1. The catalyst is C1C=CC(P(C2C=CC=CC=2)[C-]2C=CC=C2)=CC=1.C1C=CC(P(C2C=CC=CC=2)[C-]2C=CC=C2)=CC=1.Cl[Pd]Cl.[Fe+2].ClCCl.O. The product is [CH:14]1([C:12]([N:8]2[C:9]3[C:4](=[C:3]([OH:18])[C:2]([C:27]4[CH:28]=[N:29][N:30]([CH:32]5[CH2:33][CH2:34][N:35]([C:38]([O:40][C:41]([CH3:44])([CH3:43])[CH3:42])=[O:39])[CH2:36][CH2:37]5)[CH:31]=4)=[CH:11][CH:10]=3)[CH2:5][CH2:6][C@@H:7]2[CH3:17])=[O:13])[CH2:16][CH2:15]1. The yield is 0.260. (3) The reactants are Cl.Cl.[CH3:3][C@H:4]1[C:12]2[C:11]([N:13]3[CH2:18][CH2:17][NH:16][CH2:15][CH2:14]3)=[N:10][CH:9]=[N:8][C:7]=2[C@H:6]([OH:19])[CH2:5]1.[C:20]([O:24][C:25]([N:27]1[CH2:32][CH2:31][C:30]([C:36]2[CH:41]=[CH:40][C:39]([Cl:42])=[C:38]([F:43])[CH:37]=2)([C:33](O)=[O:34])[CH2:29][CH2:28]1)=[O:26])([CH3:23])([CH3:22])[CH3:21].CCN(C(C)C)C(C)C.CN(C(ON1N=NC2C=CC=CC1=2)=[N+](C)C)C.F[P-](F)(F)(F)(F)F. The catalyst is C(Cl)Cl. The product is [Cl:42][C:39]1[CH:40]=[CH:41][C:36]([C:30]2([C:33]([N:16]3[CH2:15][CH2:14][N:13]([C:11]4[C:12]5[C@H:4]([CH3:3])[CH2:5][C@@H:6]([OH:19])[C:7]=5[N:8]=[CH:9][N:10]=4)[CH2:18][CH2:17]3)=[O:34])[CH2:29][CH2:28][N:27]([C:25]([O:24][C:20]([CH3:21])([CH3:23])[CH3:22])=[O:26])[CH2:32][CH2:31]2)=[CH:37][C:38]=1[F:43]. The yield is 0.229. (4) The reactants are [F:1][CH:2]([F:22])[O:3][C:4]1[CH:9]=[CH:8][CH:7]=[CH:6][C:5]=1[NH:10][N:11]=[C:12]([C:17](=[O:21])[CH2:18][O:19][CH3:20])[C:13]([O:15][CH3:16])=[O:14].[CH3:23]OC(OC)N(C)C. No catalyst specified. The product is [F:1][CH:2]([F:22])[O:3][C:4]1[CH:9]=[CH:8][CH:7]=[CH:6][C:5]=1[N:10]1[CH:23]=[C:18]([O:19][CH3:20])[C:17](=[O:21])[C:12]([C:13]([O:15][CH3:16])=[O:14])=[N:11]1. The yield is 0.880. (5) The product is [Cl:1][C:2]1[CH:14]=[C:13]([Cl:15])[C:12]([O:16][C:17]2[N:21]([CH3:22])[N:20]=[C:19]([CH2:23][CH2:24][CH3:25])[C:18]=2[CH:26]=[CH2:27])=[CH:11][C:3]=1[O:4][C@@H:5]([CH3:10])[C:6]([OH:8])=[O:7]. The catalyst is O1CCCC1.O. The reactants are [Cl:1][C:2]1[CH:14]=[C:13]([Cl:15])[C:12]([O:16][C:17]2[N:21]([CH3:22])[N:20]=[C:19]([CH2:23][CH2:24][CH3:25])[C:18]=2[CH:26]=[CH2:27])=[CH:11][C:3]=1[O:4][C@@H:5]([CH3:10])[C:6]([O:8]C)=[O:7].O.[OH-].[Li+].Cl. The yield is 0.340. (6) The reactants are [CH2:1]([O:8][C:9]1[CH:18]=[C:17]2[C:12]([C:13](Cl)=[N:14][CH:15]=[N:16]2)=[CH:11][C:10]=1[O:20][CH3:21])[C:2]1[CH:7]=[CH:6][CH:5]=[CH:4][CH:3]=1.C(=O)([O-])[O-].[K+].[K+].[OH:28][C:29]1[CH:30]=[C:31]2[C:35](=[CH:36][CH:37]=1)[NH:34][CH:33]=[C:32]2[CH3:38]. The catalyst is CC(N(C)C)=O. The product is [CH2:1]([O:8][C:9]1[CH:18]=[C:17]2[C:12]([C:13]([O:28][C:29]3[CH:30]=[C:31]4[C:35](=[CH:36][CH:37]=3)[NH:34][CH:33]=[C:32]4[CH3:38])=[N:14][CH:15]=[N:16]2)=[CH:11][C:10]=1[O:20][CH3:21])[C:2]1[CH:7]=[CH:6][CH:5]=[CH:4][CH:3]=1. The yield is 0.730. (7) The reactants are Br[C:2]1[CH:7]=[C:6]([C:8]2[N:13]=[CH:12][CH:11]=[CH:10][N:9]=2)[C:5]([NH2:14])=[C:4]([N+:15]([O-:17])=[O:16])[CH:3]=1.[B:18]1([B:18]2[O:22][C:21]([CH3:24])([CH3:23])[C:20]([CH3:26])([CH3:25])[O:19]2)[O:22][C:21]([CH3:24])([CH3:23])[C:20]([CH3:26])([CH3:25])[O:19]1.CC([O-])=O.[K+]. The catalyst is O1CCOCC1. The product is [N+:15]([C:4]1[CH:3]=[C:2]([B:18]2[O:22][C:21]([CH3:24])([CH3:23])[C:20]([CH3:26])([CH3:25])[O:19]2)[CH:7]=[C:6]([C:8]2[N:13]=[CH:12][CH:11]=[CH:10][N:9]=2)[C:5]=1[NH2:14])([O-:17])=[O:16]. The yield is 0.980. (8) The reactants are [CH2:1]([O:3][C:4]([C@@:6]12[CH2:24][C@H:23]1[CH:22]=[CH:21][CH2:20][CH2:19][CH2:18][CH2:17][CH2:16][C@H:15]([NH:25][C:26]([O:28][C:29]([CH3:32])([CH3:31])[CH3:30])=[O:27])[C:14](=[O:33])[N:13]1[C@@H:9]([CH2:10][C@@H:11]([OH:34])[CH2:12]1)[C:8](=[O:35])[NH:7]2)=[O:5])[CH3:2].C1N=CN([C:41]([N:43]2[CH:47]=N[CH:45]=[CH:44]2)=[O:42])C=1.C(Cl)Cl.CO.C1[C:62]2[C:57](=[CH:58][CH:59]=[CH:60][CH:61]=2)CCN1. The catalyst is C(Cl)Cl. The product is [CH2:1]([O:3][C:4]([C@@:6]12[CH2:24][C@H:23]1[CH:22]=[CH:21][CH2:20][CH2:19][CH2:18][CH2:17][CH2:16][C@H:15]([NH:25][C:26]([O:28][C:29]([CH3:31])([CH3:30])[CH3:32])=[O:27])[C:14](=[O:33])[N:13]1[C@@H:9]([CH2:10][C@@H:11]([O:34][C:41]([N:43]3[CH2:44][CH2:45][C:62]4[C:57](=[CH:58][CH:59]=[CH:60][CH:61]=4)[CH2:47]3)=[O:42])[CH2:12]1)[C:8](=[O:35])[NH:7]2)=[O:5])[CH3:2]. The yield is 0.900.